This data is from Experimentally validated miRNA-target interactions with 360,000+ pairs, plus equal number of negative samples. The task is: Binary Classification. Given a miRNA mature sequence and a target amino acid sequence, predict their likelihood of interaction. The miRNA is dme-let-7-5p with sequence UGAGGUAGUAGGUUGUAUAGU. The protein sequence of the target gene is MSFRDLRNFTEMMRALGYPRHISMENFRTPNFGLVSEVLLWLVKRYEPQTDIPPDVDTEQDRVFFIKAIAQFMATKAHIKLNTKKLYQADGYAVKELLKITSVLYNAMKTKGMEGSEIVEEDVNKFKFDLGSKIADLKAARQLASEITSKGASLYDLLGMEVELREMRTEAIARPLEINETEKVMRIAIKEILTQVQKTKDLLNNVASDEANLEAKIEKRKLELERNRKRLETLQSVRPCFMDEYEKTEEELQKQYDTYLEKFQNLTYLEQQLEDHHRMEQERFEEAKNTLCLIQNKLKE.... Result: 0 (no interaction).